Dataset: Forward reaction prediction with 1.9M reactions from USPTO patents (1976-2016). Task: Predict the product of the given reaction. (1) Given the reactants Br[C:2]1[CH:21]=[CH:20][C:5]2[N:6]=[C:7]([NH:10][C@H:11]3[C:19]4[C:14](=[CH:15][CH:16]=[CH:17][CH:18]=4)[CH2:13][CH2:12]3)[O:8][CH2:9][C:4]=2[CH:3]=1.[C-:22]#[N:23].O, predict the reaction product. The product is: [C@H:11]1([NH:10][C:7]2[O:8][CH2:9][C:4]3[CH:3]=[C:2]([C:22]#[N:23])[CH:21]=[CH:20][C:5]=3[N:6]=2)[C:19]2[C:14](=[CH:15][CH:16]=[CH:17][CH:18]=2)[CH2:13][CH2:12]1. (2) Given the reactants Br[C:2]1[S:6][C:5]([CH:7]=[O:8])=[CH:4][CH:3]=1.[CH3:9][S:10][C:11]1[CH:16]=[CH:15][C:14](B(O)O)=[CH:13][CH:12]=1, predict the reaction product. The product is: [CH3:9][S:10][C:11]1[CH:16]=[CH:15][C:14]([C:2]2[S:6][C:5]([CH:7]=[O:8])=[CH:4][CH:3]=2)=[CH:13][CH:12]=1. (3) Given the reactants [C:1]([C:5]1[CH:6]=[C:7]([C:25]2[C:26](=[O:31])[NH:27][CH:28]=[CH:29][CH:30]=2)[CH:8]=[C:9](/[CH:13]=[CH:14]/[C:15]2[CH:20]=[CH:19][CH:18]=[CH:17][C:16]=2C(F)(F)F)[C:10]=1[O:11][CH3:12])([CH3:4])([CH3:3])[CH3:2].[F:32]C1C=CC=CC=1Br.FC(F)(F)C1C=CC=CC=1Br, predict the reaction product. The product is: [C:1]([C:5]1[CH:6]=[C:7]([C:25]2[C:26](=[O:31])[NH:27][CH:28]=[CH:29][CH:30]=2)[CH:8]=[C:9](/[CH:13]=[CH:14]/[C:15]2[CH:20]=[CH:19][CH:18]=[CH:17][C:16]=2[F:32])[C:10]=1[O:11][CH3:12])([CH3:2])([CH3:4])[CH3:3]. (4) Given the reactants [NH2:1][C:2]1[CH:7]=[C:6]([N:8]2[CH:12]=[C:11]([CH3:13])[N:10]=[CH:9]2)[CH:5]=[CH:4][C:3]=1[NH:14][C:15](=O)[C:16]1[CH:21]=[CH:20][C:19]([CH3:22])=[C:18]([I:23])[CH:17]=1, predict the reaction product. The product is: [I:23][C:18]1[CH:17]=[C:16]([C:15]2[NH:1][C:2]3[CH:7]=[C:6]([N:8]4[CH:12]=[C:11]([CH3:13])[N:10]=[CH:9]4)[CH:5]=[CH:4][C:3]=3[N:14]=2)[CH:21]=[CH:20][C:19]=1[CH3:22]. (5) Given the reactants [Br:1][C:2]1[CH:3]=[C:4]([C:8]2[N:9]=[C:10]([CH:13]([NH:20]C(=O)OC(C)(C)C)[CH2:14][CH2:15][CH2:16][CH:17]([CH3:19])[CH3:18])[NH:11][CH:12]=2)[CH:5]=[CH:6][CH:7]=1, predict the reaction product. The product is: [Br:1][C:2]1[CH:3]=[C:4]([C:8]2[N:9]=[C:10]([CH:13]([NH2:20])[CH2:14][CH2:15][CH2:16][CH:17]([CH3:18])[CH3:19])[NH:11][CH:12]=2)[CH:5]=[CH:6][CH:7]=1. (6) Given the reactants C(O)[C@H]1O[C@H](O[C@@H]([C@H](O)[C@@H](O)CO)[C@H](O)CO)[C@H](O)[C@@H](O)[C@@H]1O.C1(C)CCC(C(C)C)C(O)C1.[CH3:35][N:36]([CH2:38][CH2:39][C:40]1[C:44]2[CH:45]=[C:46]([CH2:49][N:50]3[N:54]=[CH:53][N:52]=[CH:51]3)[CH:47]=[CH:48][C:43]=2[NH:42][CH:41]=1)[CH3:37].C1C=CC(C(O)=O)=CC=1.C(O)[C@@H]1O[C@H](O[C@]2(CCl)O[C@H](CCl)[C@@H](O)[C@@H]2O)[C@@H](O)[C@@H](O)[C@H]1Cl.C=CN1C(=O)CCC1, predict the reaction product. The product is: [CH3:35][N:36]([CH2:38][CH2:39][C:40]1[C:44]2[CH:45]=[C:46]([CH2:49][N:50]3[N:54]=[CH:53][N:52]=[CH:51]3)[CH:47]=[CH:48][C:43]=2[NH:42][CH:41]=1)[CH3:37]. (7) Given the reactants [F:1][C:2]([F:7])([F:6])[CH2:3][CH2:4][OH:5].[H-].[Na+].Cl[CH2:11][C:12]1[N:17]=[C:16]([NH:18][C:19](=[O:24])[C:20]([CH3:23])([CH3:22])[CH3:21])[CH:15]=[CH:14][CH:13]=1, predict the reaction product. The product is: [CH3:21][C:20]([CH3:23])([CH3:22])[C:19]([NH:18][C:16]1[CH:15]=[CH:14][CH:13]=[C:12]([CH2:11][O:5][CH2:4][CH2:3][C:2]([F:7])([F:6])[F:1])[N:17]=1)=[O:24]. (8) The product is: [Cl:1][C:2]1[C:10]([CH3:11])=[CH:9][CH:8]=[C:7]2[C:3]=1[C:4](=[O:21])[C:5](=[O:12])[NH:6]2. Given the reactants [Cl:1][C:2]1[C:10]([CH3:11])=[CH:9][CH:8]=[C:7]2[C:3]=1[CH:4](SC)[C:5](=[O:12])[NH:6]2.ClN1C(=[O:21])CCC1=O.C1COCC1.O, predict the reaction product.